From a dataset of Full USPTO retrosynthesis dataset with 1.9M reactions from patents (1976-2016). Predict the reactants needed to synthesize the given product. (1) Given the product [CH3:11][C:8]1([CH3:12])[CH2:7][O:6][C:5]2[CH:13]=[CH:14][C:2]([C:20]#[C:19][Si:16]([CH3:18])([CH3:17])[CH3:15])=[CH:3][C:4]=2[O:10][CH2:9]1, predict the reactants needed to synthesize it. The reactants are: I[C:2]1[CH:14]=[CH:13][C:5]2[O:6][CH2:7][C:8]([CH3:12])([CH3:11])[CH2:9][O:10][C:4]=2[CH:3]=1.[CH3:15][Si:16]([C:19]#[CH:20])([CH3:18])[CH3:17].CCOC(C)=O.O=[Si]=O. (2) Given the product [C:1]([O:5][C:6]([N:8]1[CH2:13][CH2:12][C:11]2[N:14]([CH2:27][O:26][CH2:25][CH2:24][Si:21]([CH3:23])([CH3:22])[CH3:20])[C:15]([I:17])=[N:16][C:10]=2[CH2:9]1)=[O:7])([CH3:4])([CH3:2])[CH3:3], predict the reactants needed to synthesize it. The reactants are: [C:1]([O:5][C:6]([N:8]1[CH2:13][CH2:12][C:11]2[NH:14][C:15]([I:17])=[N:16][C:10]=2[CH2:9]1)=[O:7])([CH3:4])([CH3:3])[CH3:2].[H-].[Na+].[CH3:20][Si:21]([CH2:24][CH2:25][O:26][CH2:27]Cl)([CH3:23])[CH3:22]. (3) Given the product [CH:24]([C:27]1[N:28]=[C:29]([C:2]2[C:3]([C:14]3[CH:22]=[CH:21][C:20]4[C:16](=[CH:17][N:18]([CH3:23])[N:19]=4)[CH:15]=3)=[N:4][S:5][C:6]=2[NH:7][C:8]([C@@H:10]2[CH2:12][C@H:11]2[CH3:13])=[O:9])[CH:30]=[CH:31][CH:32]=1)([CH3:26])[CH3:25], predict the reactants needed to synthesize it. The reactants are: Br[C:2]1[C:3]([C:14]2[CH:22]=[CH:21][C:20]3[C:16](=[CH:17][N:18]([CH3:23])[N:19]=3)[CH:15]=2)=[N:4][S:5][C:6]=1[NH:7][C:8]([C@@H:10]1[CH2:12][C@H:11]1[CH3:13])=[O:9].[CH:24]([C:27]1[CH:32]=[CH:31][CH:30]=[C:29]([Sn](CCCC)(CCCC)CCCC)[N:28]=1)([CH3:26])[CH3:25]. (4) Given the product [Cl:1][C:2]1[CH:15]=[C:14]2[C:5]([O:6][CH2:7][CH2:8][N:9]3[C:13]2=[N:12][C:11]([C:65]2[N:68]([CH:23]([CH3:63])[CH3:22])[N:21]=[C:18]([CH3:19])[N:20]=2)=[CH:10]3)=[CH:4][N:3]=1, predict the reactants needed to synthesize it. The reactants are: [Cl:1][C:2]1[CH:15]=[C:14]2[C:5]([O:6][CH2:7][CH2:8][N:9]3[C:13]2=[N:12][C:11](I)=[CH:10]3)=[CH:4][N:3]=1.Cl.[C:18]([NH2:21])(=[NH:20])[CH3:19].[CH3:22][C:23]1([CH3:63])C2C(=C(P(C3C=CC=CC=3)C3C=CC=CC=3)C=CC=2)OC2C(P(C3C=CC=CC=3)C3C=CC=CC=3)=CC=CC1=2.Cl.[CH:65]([NH:68]N)(C)C. (5) Given the product [Br:1][C:2]1[C:11]([F:12])=[CH:10][C:5]2[N:6]=[CH:7][S:8][C:4]=2[CH:3]=1, predict the reactants needed to synthesize it. The reactants are: [Br:1][C:2]1[C:11]([F:12])=[CH:10][C:5]2[N:6]=[C:7](N)[S:8][C:4]=2[CH:3]=1.C(ON=O)(C)(C)C.